This data is from Full USPTO retrosynthesis dataset with 1.9M reactions from patents (1976-2016). The task is: Predict the reactants needed to synthesize the given product. (1) The reactants are: [Cl:1][C:2]1[CH:9]=[C:8]([C:10]2[CH:15]=[CH:14][C:13](=[O:16])[N:12]([CH2:17][CH2:18][O:19][C:20]3[C:29]4[C:24](=[CH:25][C:26]([O:30][CH3:31])=[CH:27][CH:28]=4)[N:23]=[CH:22][CH:21]=3)[N:11]=2)[CH:7]=[CH:6][C:3]=1[CH:4]=[O:5].[F:32][C:33]([Si](C)(C)C)([F:35])[F:34].[F-].C[N+](C)(C)C. Given the product [Cl:1][C:2]1[CH:9]=[C:8]([C:10]2[CH:15]=[CH:14][C:13](=[O:16])[N:12]([CH2:17][CH2:18][O:19][C:20]3[C:29]4[C:24](=[CH:25][C:26]([O:30][CH3:31])=[CH:27][CH:28]=4)[N:23]=[CH:22][CH:21]=3)[N:11]=2)[CH:7]=[CH:6][C:3]=1[CH:4]([OH:5])[C:33]([F:35])([F:34])[F:32], predict the reactants needed to synthesize it. (2) Given the product [NH2:1][C:2]1[C:10]2[C:5](=[N:6][C:7]([CH3:16])=[C:8]([O:12][CH2:13][CH2:14][N:30]3[CH2:35][CH2:34][O:33][CH2:32][CH2:31]3)[C:9]=2[CH3:11])[S:4][C:3]=1[C:17]([O:19][C:20]([CH3:23])([CH3:22])[CH3:21])=[O:18], predict the reactants needed to synthesize it. The reactants are: [NH2:1][C:2]1[C:10]2[C:5](=[N:6][C:7]([CH3:16])=[C:8]([O:12][CH2:13][CH2:14]Cl)[C:9]=2[CH3:11])[S:4][C:3]=1[C:17]([O:19][C:20]([CH3:23])([CH3:22])[CH3:21])=[O:18].C([O-])([O-])=O.[K+].[K+].[NH:30]1[CH2:35][CH2:34][O:33][CH2:32][CH2:31]1.